Dataset: NCI-60 drug combinations with 297,098 pairs across 59 cell lines. Task: Regression. Given two drug SMILES strings and cell line genomic features, predict the synergy score measuring deviation from expected non-interaction effect. Drug 1: CCCCCOC(=O)NC1=NC(=O)N(C=C1F)C2C(C(C(O2)C)O)O. Drug 2: COC1=C2C(=CC3=C1OC=C3)C=CC(=O)O2. Cell line: 786-0. Synergy scores: CSS=0.462, Synergy_ZIP=-0.853, Synergy_Bliss=-1.54, Synergy_Loewe=-2.31, Synergy_HSA=-2.30.